From a dataset of Reaction yield outcomes from USPTO patents with 853,638 reactions. Predict the reaction yield, written as a fraction of the theoretical maximum amount of product (1.0 means a 100% yield; for example, 0.34 means a 34% yield). The reactants are [F:1][C:2]1[CH:3]=[C:4]([CH:17]=[CH:18][CH:19]=1)[CH2:5][C:6]1([CH3:16])[C:11](=[O:12])[N:10]([CH3:13])[C:9](=[O:14])[NH:8][C:7]1=[O:15].[H-].[Na+].Br[CH2:23][C:24]([C:26]1[CH:31]=[CH:30][CH:29]=[CH:28][CH:27]=1)=[O:25]. The catalyst is CN(C=O)C. The product is [F:1][C:2]1[CH:3]=[C:4]([CH:17]=[CH:18][CH:19]=1)[CH2:5][C:6]1([CH3:16])[C:11](=[O:12])[N:10]([CH3:13])[C:9](=[O:14])[N:8]([CH2:23][C:24](=[O:25])[C:26]2[CH:31]=[CH:30][CH:29]=[CH:28][CH:27]=2)[C:7]1=[O:15]. The yield is 0.650.